This data is from Catalyst prediction with 721,799 reactions and 888 catalyst types from USPTO. The task is: Predict which catalyst facilitates the given reaction. Reactant: [Cl:1][C:2]1[C:7]2[O:8][C:9]3[CH2:14][CH2:13][N:12]([C:15]([O:17][C:18]([CH3:21])([CH3:20])[CH3:19])=[O:16])[CH2:11][C:10]=3[C:6]=2[CH:5]=[C:4]([S:22][C:23]2[CH:28]=[CH:27][CH:26]=[CH:25][CH:24]=2)[CH:3]=1.ClC1C=C(C=CC=1)C(OO)=[O:34]. Product: [Cl:1][C:2]1[C:7]2[O:8][C:9]3[CH2:14][CH2:13][N:12]([C:15]([O:17][C:18]([CH3:21])([CH3:20])[CH3:19])=[O:16])[CH2:11][C:10]=3[C:6]=2[CH:5]=[C:4]([S:22]([C:23]2[CH:24]=[CH:25][CH:26]=[CH:27][CH:28]=2)=[O:34])[CH:3]=1. The catalyst class is: 4.